From a dataset of Full USPTO retrosynthesis dataset with 1.9M reactions from patents (1976-2016). Predict the reactants needed to synthesize the given product. (1) Given the product [Br:14][CH2:11][C:3]1[S:4][C:5]2[CH:10]=[CH:9][CH:8]=[CH:7][C:6]=2[C:2]=1[Cl:1], predict the reactants needed to synthesize it. The reactants are: [Cl:1][C:2]1[C:6]2[CH:7]=[CH:8][CH:9]=[CH:10][C:5]=2[S:4][C:3]=1[CH2:11]O.P(Br)(Br)[Br:14].O. (2) Given the product [Cl:20][C:21]1[N:26]=[C:25]([C:27]([N:11]2[C:10]([CH3:12])([CH3:9])[CH2:4][O:5][CH2:6]2)=[O:29])[CH:24]=[CH:23][C:22]=1[O:30][CH2:31][CH:32]1[CH2:34][CH2:33]1, predict the reactants needed to synthesize it. The reactants are: C1([CH2:4][O:5][C:6]2[N:11]=[C:10]([C:12](O)=O)[CH:9]=CC=2OC(F)(F)F)CC1.[Cl:20][C:21]1[N:26]=[C:25]([C:27]([OH:29])=O)[CH:24]=[CH:23][C:22]=1[O:30][CH2:31][CH:32]1[CH2:34][CH2:33]1.CC1(C)COCN1. (3) Given the product [N:11]1[CH:12]=[CH:13][N:14]=[C:9]([N:1]2[CH2:5][CH2:4][CH:3]([OH:6])[CH2:2]2)[N:10]=1, predict the reactants needed to synthesize it. The reactants are: [NH:1]1[CH2:5][CH2:4][CH:3]([OH:6])[CH2:2]1.CS[C:9]1[N:10]=[N:11][CH:12]=[CH:13][N:14]=1.N1(C2N=NC=CN=2)CCNCC1.